Dataset: CYP2C19 inhibition data for predicting drug metabolism from PubChem BioAssay. Task: Regression/Classification. Given a drug SMILES string, predict its absorption, distribution, metabolism, or excretion properties. Task type varies by dataset: regression for continuous measurements (e.g., permeability, clearance, half-life) or binary classification for categorical outcomes (e.g., BBB penetration, CYP inhibition). Dataset: cyp2c19_veith. (1) The molecule is CC(=O)OCc1c(C(F)(F)F)nn(C)c1Sc1ccccc1. The result is 1 (inhibitor). (2) The compound is CC1CCC(=C(C#N)C(=O)Nc2cccc(Cl)c2)CC1. The result is 1 (inhibitor). (3) The compound is O=C(Nc1ccc(-c2nc3ccccc3[nH]2)cc1)c1ccc2c(c1)OCO2. The result is 1 (inhibitor).